Dataset: Forward reaction prediction with 1.9M reactions from USPTO patents (1976-2016). Task: Predict the product of the given reaction. (1) Given the reactants [Cl:1][C:2]1[CH:3]=[C:4]([N:12]([CH2:20][CH3:21])[CH:13]2[CH2:18][CH2:17][N:16]([CH3:19])[CH2:15][CH2:14]2)[C:5]([CH3:11])=[C:6]([CH:10]=1)[C:7]([OH:9])=O.Cl.Cl.[NH2:24][CH2:25][C:26]1[C:27](=[O:37])[NH:28][C:29]([CH3:36])=[CH:30][C:31]=1[C:32]([F:35])([F:34])[F:33].C1CN([P+](ON2N=NC3C=CC=CC2=3)(N2CCCC2)N2CCCC2)CC1.F[P-](F)(F)(F)(F)F.CCN(C(C)C)C(C)C, predict the reaction product. The product is: [Cl:1][C:2]1[CH:3]=[C:4]([N:12]([CH2:20][CH3:21])[CH:13]2[CH2:18][CH2:17][N:16]([CH3:19])[CH2:15][CH2:14]2)[C:5]([CH3:11])=[C:6]([CH:10]=1)[C:7]([NH:24][CH2:25][C:26]1[C:27](=[O:37])[NH:28][C:29]([CH3:36])=[CH:30][C:31]=1[C:32]([F:33])([F:34])[F:35])=[O:9]. (2) Given the reactants [C:1]([O:5][CH:6]([C:10]1[C:11]([CH:29]([CH3:31])[CH3:30])=[N:12][C:13]2[C:14]([CH3:28])([CH3:27])[CH2:15][NH:16][CH2:17][C:18]=2[C:19]=1[C:20]1[CH:25]=[CH:24][C:23]([F:26])=[CH:22][CH:21]=1)[C:7]([OH:9])=[O:8])([CH3:4])([CH3:3])[CH3:2].CCN(CC)CC.[NH:39]1[C:47]2[C:42](=[CH:43][CH:44]=[CH:45][CH:46]=2)[C:41]([C:48](=[O:52])[C:49](Cl)=[O:50])=[CH:40]1.CO, predict the reaction product. The product is: [NH:39]1[C:47]2[C:42](=[CH:43][CH:44]=[CH:45][CH:46]=2)[C:41]([C:48](=[O:52])[C:49]([N:16]2[CH2:15][C:14]([CH3:28])([CH3:27])[C:13]3[N:12]=[C:11]([CH:29]([CH3:31])[CH3:30])[C:10]([CH:6]([O:5][C:1]([CH3:4])([CH3:3])[CH3:2])[C:7]([OH:9])=[O:8])=[C:19]([C:20]4[CH:21]=[CH:22][C:23]([F:26])=[CH:24][CH:25]=4)[C:18]=3[CH2:17]2)=[O:50])=[CH:40]1. (3) Given the reactants [CH2:1]([NH2:8])[C:2]1[CH:7]=[CH:6][CH:5]=[CH:4][CH:3]=1.[C:9]([O:13][C:14]([N:16]1[CH2:23][C@H:22]2[C@H:18]([CH2:19][CH2:20][CH2:21]2)[C@H:17]1[CH:24]=O)=[O:15])([CH3:12])([CH3:11])[CH3:10].[BH-](OC(C)=O)(OC(C)=O)OC(C)=O.[Na+].C([O-])(O)=O.[Na+], predict the reaction product. The product is: [C:9]([O:13][C:14]([N:16]1[CH2:23][C@H:22]2[C@H:18]([CH2:19][CH2:20][CH2:21]2)[C@H:17]1[CH2:24][NH:8][CH2:1][C:2]1[CH:7]=[CH:6][CH:5]=[CH:4][CH:3]=1)=[O:15])([CH3:12])([CH3:10])[CH3:11]. (4) Given the reactants [NH2:1][C:2]1[CH:7]=[CH:6][C:5]([C:8]2[C:16]3[C:11](=[N:12][CH:13]=[N:14][C:15]=3[NH2:17])[N:10]([C@H:18]3[CH2:23][CH2:22][C@@H:21]([N:24]4[CH2:29][CH2:28][N:27]([CH3:30])[CH2:26][CH2:25]4)[CH2:20][CH2:19]3)[N:9]=2)=[CH:4][CH:3]=1.[CH3:31][C:32]([C:37]1[CH:42]=[CH:41][CH:40]=[CH:39][CH:38]=1)([CH3:36])[C:33]([OH:35])=[O:34].Cl.CN(C)CCCN=C=NCC.ON1C2N=CC=CC=2N=N1.C(N(CC)C(C)C)(C)C, predict the reaction product. The product is: [C:33]([OH:35])(=[O:34])[CH3:32].[C:33]([OH:35])(=[O:34])[CH3:32].[NH2:17][C:15]1[N:14]=[CH:13][N:12]=[C:11]2[N:10]([C@H:18]3[CH2:23][CH2:22][C@@H:21]([N:24]4[CH2:25][CH2:26][N:27]([CH3:30])[CH2:28][CH2:29]4)[CH2:20][CH2:19]3)[N:9]=[C:8]([C:5]3[CH:4]=[CH:3][C:2]([NH:1][C:33](=[O:34])[C:32]([CH3:31])([C:37]4[CH:42]=[CH:41][CH:40]=[CH:39][CH:38]=4)[CH3:36])=[CH:7][CH:6]=3)[C:16]=12.